Dataset: Peptide-MHC class II binding affinity with 134,281 pairs from IEDB. Task: Regression. Given a peptide amino acid sequence and an MHC pseudo amino acid sequence, predict their binding affinity value. This is MHC class II binding data. The MHC is DRB1_0401 with pseudo-sequence DRB1_0401. The binding affinity (normalized) is 0.192. The peptide sequence is CADILAIASRVLVTM.